Dataset: M1 muscarinic receptor antagonist screen with 61,756 compounds. Task: Binary Classification. Given a drug SMILES string, predict its activity (active/inactive) in a high-throughput screening assay against a specified biological target. (1) The drug is s1c(NC(=O)c2nn(c(=O)cc2)C)c(cc1)C(=O)N. The result is 0 (inactive). (2) The compound is s1c(nn2c(nnc12)c1ccccc1)c1oc2c(c1)cccc2. The result is 0 (inactive). (3) The molecule is s1nc(nc1NC(=O)c1c(oc(c2cc(ccc2)C(F)(F)F)c1)C)CC(=O)C. The result is 0 (inactive). (4) The drug is Clc1c(c(Nc2nc(nc(n2)N)CSCCO)ccc1)C. The result is 0 (inactive). (5) The molecule is O=C1CC(Cc2nc(ncc12)NC(=O)C(N1C(=O)c2c(C1=O)cccc2)C)(C)C. The result is 0 (inactive). (6) The compound is O=C(N1CCN(CC1)C(c1ccccc1)c1ccccc1)CCCC(O)=O. The result is 0 (inactive).